From a dataset of Full USPTO retrosynthesis dataset with 1.9M reactions from patents (1976-2016). Predict the reactants needed to synthesize the given product. (1) The reactants are: [F:1][C:2]([F:24])([F:23])[O:3][C:4]1[CH:9]=[CH:8][C:7]([N:10]2[CH:14]=[N:13][C:12]([C:15]3[CH:22]=[CH:21][C:18](C=O)=[CH:17][CH:16]=3)=[N:11]2)=[CH:6][CH:5]=1.C1(P(C2C=CC=CC=2)(C2C=CC=CC=2)=[C:32]([CH3:38])[C:33]([O:35][CH2:36][CH3:37])=[O:34])C=CC=CC=1.[C:51]1(C)C=CC=CC=1. Given the product [CH3:51]/[C:32](=[CH:38]\[C:18]1[CH:21]=[CH:22][C:15]([C:12]2[N:13]=[CH:14][N:10]([C:7]3[CH:6]=[CH:5][C:4]([O:3][C:2]([F:1])([F:24])[F:23])=[CH:9][CH:8]=3)[N:11]=2)=[CH:16][CH:17]=1)/[C:33]([O:35][CH2:36][CH3:37])=[O:34], predict the reactants needed to synthesize it. (2) Given the product [OH:58][CH2:57][CH:54]1[CH2:55][CH2:56][N:52]([C:10]([C:9]2[CH:13]=[C:5]([S:2]([CH3:1])(=[O:3])=[O:4])[CH:6]=[CH:7][C:8]=2[O:14][C@@H:15]([CH3:20])[C:16]([F:19])([F:18])[F:17])=[O:12])[CH2:53]1, predict the reactants needed to synthesize it. The reactants are: [CH3:1][S:2]([C:5]1[CH:6]=[CH:7][C:8]([O:14][C@@H:15]([CH3:20])[C:16]([F:19])([F:18])[F:17])=[C:9]([CH:13]=1)[C:10]([OH:12])=O)(=[O:4])=[O:3].CN(C(ON1N=NC2C=CC=CC1=2)=[N+](C)C)C.[B-](F)(F)(F)F.C(N(C(C)C)C(C)C)C.[NH:52]1[CH2:56][CH2:55][CH:54]([CH2:57][OH:58])[CH2:53]1. (3) Given the product [CH3:1][NH:2][CH2:3][C:4]1[CH:5]=[C:6]([C:10]2[CH:15]=[CH:14][CH:13]=[C:12]([CH2:16][O:17][C:18]3[CH:23]=[CH:22][CH:21]=[CH:20][C:19]=3[CH2:24][C:25]([OH:27])=[O:26])[CH:11]=2)[CH:7]=[CH:8][CH:9]=1, predict the reactants needed to synthesize it. The reactants are: [CH3:1][NH:2][CH2:3][C:4]1[CH:5]=[C:6]([C:10]2[CH:15]=[CH:14][CH:13]=[C:12]([CH2:16][O:17][C:18]3[CH:23]=[CH:22][CH:21]=[CH:20][C:19]=3[CH2:24][C:25]([O:27]C)=[O:26])[CH:11]=2)[CH:7]=[CH:8][CH:9]=1.O.Cl. (4) Given the product [OH:8][C:9]1[CH:10]=[C:11]([N:17]2[CH2:21][CH2:20][N:19]([C:22]3[CH:27]=[CH:26][CH:25]=[CH:24][CH:23]=3)[C:18]2=[O:29])[CH:12]=[CH:13][C:14]=1[O:15][CH3:16], predict the reactants needed to synthesize it. The reactants are: C([O:8][C:9]1[CH:10]=[C:11]([N:17]2[CH2:21][CH2:20][N:19]([C:22]3[CH:27]=[CH:26][CH:25]=[CH:24][C:23]=3Cl)[C:18]2=[O:29])[CH:12]=[CH:13][C:14]=1[O:15][CH3:16])C1C=CC=CC=1.C([O-])=O.[NH4+]. (5) Given the product [N:17]([CH2:2][C@H:3]1[O:7][C:6](=[O:8])[C@@H:5]([NH:9][C:10](=[O:16])[O:11][C:12]([CH3:15])([CH3:14])[CH3:13])[CH2:4]1)=[N+:18]=[N-:19], predict the reactants needed to synthesize it. The reactants are: Br[CH2:2][C@H:3]1[O:7][C:6](=[O:8])[C@@H:5]([NH:9][C:10](=[O:16])[O:11][C:12]([CH3:15])([CH3:14])[CH3:13])[CH2:4]1.[N-:17]=[N+:18]=[N-:19].[Na+]. (6) Given the product [C:11]([O:15][C:16]([C:18]1[CH:48]=[CH:47][C:21]([CH2:22][CH:23]([CH2:36][CH2:37][C:38]2([CH2:41][C:42]([O:44][CH2:45][CH3:46])=[O:43])[CH2:40][CH2:39]2)[C:24]([OH:26])=[O:25])=[CH:20][CH:19]=1)=[O:17])([CH3:13])([CH3:12])[CH3:14], predict the reactants needed to synthesize it. The reactants are: C(N(CC)CC)C.C(O)=O.[C:11]([O:15][C:16]([C:18]1[CH:48]=[CH:47][C:21]([CH2:22][C:23]([CH2:36][CH2:37][C:38]2([CH2:41][C:42]([O:44][CH2:45][CH3:46])=[O:43])[CH2:40][CH2:39]2)(C(OCC=C)=O)[C:24]([O:26]CC=C)=[O:25])=[CH:20][CH:19]=1)=[O:17])([CH3:14])([CH3:13])[CH3:12].C1(P(C2C=CC=CC=2)C2C=CC=CC=2)C=CC=CC=1. (7) Given the product [Br:1][C:2]1[C:3]([Cl:14])=[N:4][C:5]([CH2:13][Br:15])=[C:6]([CH:12]=1)[C:7]([O:9][CH2:10][CH3:11])=[O:8], predict the reactants needed to synthesize it. The reactants are: [Br:1][C:2]1[C:3]([Cl:14])=[N:4][C:5]([CH3:13])=[C:6]([CH:12]=1)[C:7]([O:9][CH2:10][CH3:11])=[O:8].[Br:15]N1C(=O)CCC1=O.C(OOC(=O)C1C=CC=CC=1)(=O)C1C=CC=CC=1.